Dataset: Full USPTO retrosynthesis dataset with 1.9M reactions from patents (1976-2016). Task: Predict the reactants needed to synthesize the given product. (1) Given the product [CH2:34]([C:32]1[N:33]=[C:29]([C@@H:18]([NH2:17])[CH2:19][C:20]2[CH:25]=[CH:24][C:23]([N+:26]([O-:28])=[O:27])=[CH:22][CH:21]=2)[S:30][CH:31]=1)[CH3:35], predict the reactants needed to synthesize it. The reactants are: C(OC(=O)NC(C(=O)[NH:17][CH:18]([C:29]1[S:30][CH:31]=[C:32]([CH2:34][CH3:35])[N:33]=1)[CH2:19][C:20]1[CH:25]=[CH:24][C:23]([N+:26]([O-:28])=[O:27])=[CH:22][CH:21]=1)CC1C=CC=CC=1)(C)(C)C.Br.C(C1N=C([C@@H](N)CC2C=CC([N+]([O-])=O)=CC=2)SC=1)C.ON1C2C=CC=CC=2N=N1.CN(C)CCCN=C=NCC.C(NC(C)C)(C)C. (2) Given the product [CH2:14]([O:13][C@@H:8]1[C@@H:9]([CH2:11][OH:12])[O:10][C@H:5]2[CH2:4][C@H:3]([CH2:2][NH:1][C:28](=[O:31])[CH:29]=[CH2:30])[O:7][C@@H:6]12)[C:15]1[CH:20]=[CH:19][CH:18]=[CH:17][CH:16]=1, predict the reactants needed to synthesize it. The reactants are: [NH2:1][CH2:2][C@@H:3]1[O:7][C@H:6]2[C@H:8]([O:13][CH2:14][C:15]3[CH:20]=[CH:19][CH:18]=[CH:17][CH:16]=3)[C@@H:9]([CH2:11][OH:12])[O:10][C@H:5]2[CH2:4]1.CCN(CC)CC.[C:28](Cl)(=[O:31])[CH:29]=[CH2:30]. (3) Given the product [NH2:31][C:27]1([C:24]2[CH:23]=[CH:22][C:21]([C:15]3[C:14]([C:39]4[CH:44]=[CH:43][CH:42]=[CH:41][CH:40]=4)=[CH:13][C:12]4[C:17](=[CH:18][CH:19]=[N:20][C:11]=4[CH2:10][O:9][CH2:8][C:6]4[CH:5]=[CH:4][NH:3][C:2](=[O:45])[CH:7]=4)[N:16]=3)=[CH:26][CH:25]=2)[CH2:30][CH2:29][CH2:28]1, predict the reactants needed to synthesize it. The reactants are: F[C:2]1[CH:7]=[C:6]([CH2:8][O:9][CH2:10][C:11]2[N:20]=[CH:19][CH:18]=[C:17]3[C:12]=2[CH:13]=[C:14]([C:39]2[CH:44]=[CH:43][CH:42]=[CH:41][CH:40]=2)[C:15]([C:21]2[CH:26]=[CH:25][C:24]([C:27]4([NH:31]C(=O)OC(C)(C)C)[CH2:30][CH2:29][CH2:28]4)=[CH:23][CH:22]=2)=[N:16]3)[CH:5]=[CH:4][N:3]=1.[OH2:45]. (4) Given the product [Cl:1][C:2]1[CH:7]=[CH:6][C:5]([C:8]2[C:13](=[O:14])[N:12]([CH2:27][C:28]3[CH:35]=[CH:34][C:31]([C:32]#[N:33])=[CH:30][CH:29]=3)[N:11]3[C:15](=[O:19])[N:16]([CH3:18])[N:17]=[C:10]3[C:9]=2[C:20]2[CH:21]=[CH:22][N:23]=[CH:24][CH:25]=2)=[CH:4][CH:3]=1, predict the reactants needed to synthesize it. The reactants are: [Cl:1][C:2]1[CH:7]=[CH:6][C:5]([C:8]2[C:13](=[O:14])[NH:12][N:11]3[C:15](=[O:19])[N:16]([CH3:18])[N:17]=[C:10]3[C:9]=2[C:20]2[CH:25]=[CH:24][N:23]=[CH:22][CH:21]=2)=[CH:4][CH:3]=1.Br[CH2:27][C:28]1[CH:35]=[CH:34][C:31]([C:32]#[N:33])=[CH:30][CH:29]=1.C([O-])([O-])=O.[K+].[K+]. (5) Given the product [CH2:7]([O:8][N:9]1[C:15](=[O:16])[N:14]2[CH2:17][C@H:10]1[CH2:11][CH2:12][C@H:13]2[C:18]([NH:37][C:38]1[CH:43]=[CH:42][N:41]=[CH:40][CH:39]=1)=[O:20])[C:1]1[CH:2]=[CH:3][CH:4]=[CH:5][CH:6]=1, predict the reactants needed to synthesize it. The reactants are: [C:1]1([CH2:7][O:8][N:9]2[C:15](=[O:16])[N:14]3[CH2:17][C@H:10]2[CH2:11][CH2:12][C@H:13]3[C:18]([OH:20])=O)[CH:6]=[CH:5][CH:4]=[CH:3][CH:2]=1.C(N(CC)CC)C.[I-].ClC1C=CC=C[N+]=1C.[NH2:37][C:38]1[CH:43]=[CH:42][N:41]=[CH:40][CH:39]=1. (6) Given the product [Cl:33][C:34]1[CH:39]=[C:38]([N:17]2[C:18]3[C:14](=[CH:13][C:12]([C:10]([N:7]4[CH2:8][CH2:9][N:4]([CH:1]([CH3:3])[CH3:2])[CH2:5][CH2:6]4)=[O:11])=[CH:20][CH:19]=3)[CH:15]=[C:16]2[C:21]([N:23]2[CH2:24][CH2:25][N:26]([S:29]([CH3:32])(=[O:30])=[O:31])[CH2:27][CH2:28]2)=[O:22])[CH:37]=[CH:36][CH:35]=1, predict the reactants needed to synthesize it. The reactants are: [CH:1]([N:4]1[CH2:9][CH2:8][N:7]([C:10]([C:12]2[CH:13]=[C:14]3[C:18](=[CH:19][CH:20]=2)[NH:17][C:16]([C:21]([N:23]2[CH2:28][CH2:27][N:26]([S:29]([CH3:32])(=[O:31])=[O:30])[CH2:25][CH2:24]2)=[O:22])=[CH:15]3)=[O:11])[CH2:6][CH2:5]1)([CH3:3])[CH3:2].[Cl:33][C:34]1[CH:35]=[C:36](B(O)O)[CH:37]=[CH:38][CH:39]=1.N1C=CC=CC=1.